From a dataset of NCI-60 drug combinations with 297,098 pairs across 59 cell lines. Regression. Given two drug SMILES strings and cell line genomic features, predict the synergy score measuring deviation from expected non-interaction effect. (1) Drug 1: CCC1=CC2CC(C3=C(CN(C2)C1)C4=CC=CC=C4N3)(C5=C(C=C6C(=C5)C78CCN9C7C(C=CC9)(C(C(C8N6C)(C(=O)OC)O)OC(=O)C)CC)OC)C(=O)OC.C(C(C(=O)O)O)(C(=O)O)O. Drug 2: COC1=NC(=NC2=C1N=CN2C3C(C(C(O3)CO)O)O)N. Cell line: PC-3. Synergy scores: CSS=53.4, Synergy_ZIP=-0.895, Synergy_Bliss=-0.875, Synergy_Loewe=-32.4, Synergy_HSA=-0.214. (2) Drug 1: CCC1=CC2CC(C3=C(CN(C2)C1)C4=CC=CC=C4N3)(C5=C(C=C6C(=C5)C78CCN9C7C(C=CC9)(C(C(C8N6C)(C(=O)OC)O)OC(=O)C)CC)OC)C(=O)OC.C(C(C(=O)O)O)(C(=O)O)O. Drug 2: C1=CC(=C2C(=C1NCCNCCO)C(=O)C3=C(C=CC(=C3C2=O)O)O)NCCNCCO. Cell line: SK-MEL-2. Synergy scores: CSS=54.5, Synergy_ZIP=-4.72, Synergy_Bliss=-5.09, Synergy_Loewe=-4.53, Synergy_HSA=-0.854. (3) Drug 1: C1CCC(CC1)NC(=O)N(CCCl)N=O. Drug 2: C#CCC(CC1=CN=C2C(=N1)C(=NC(=N2)N)N)C3=CC=C(C=C3)C(=O)NC(CCC(=O)O)C(=O)O. Cell line: OVCAR-4. Synergy scores: CSS=-0.671, Synergy_ZIP=-1.63, Synergy_Bliss=-2.15, Synergy_Loewe=-2.52, Synergy_HSA=-2.46. (4) Drug 1: C1CCN(CC1)CCOC2=CC=C(C=C2)C(=O)C3=C(SC4=C3C=CC(=C4)O)C5=CC=C(C=C5)O. Drug 2: C(CCl)NC(=O)N(CCCl)N=O. Cell line: HT29. Synergy scores: CSS=-0.191, Synergy_ZIP=4.09, Synergy_Bliss=8.62, Synergy_Loewe=0.749, Synergy_HSA=1.35. (5) Drug 1: CCCCCOC(=O)NC1=NC(=O)N(C=C1F)C2C(C(C(O2)C)O)O. Cell line: HT29. Synergy scores: CSS=-3.18, Synergy_ZIP=-1.22, Synergy_Bliss=-4.76, Synergy_Loewe=-5.02, Synergy_HSA=-4.84. Drug 2: CC(C)CN1C=NC2=C1C3=CC=CC=C3N=C2N. (6) Drug 1: C1=NC2=C(N1)C(=S)N=C(N2)N. Drug 2: CN1C2=C(C=C(C=C2)N(CCCl)CCCl)N=C1CCCC(=O)O.Cl. Cell line: HOP-62. Synergy scores: CSS=26.5, Synergy_ZIP=-1.24, Synergy_Bliss=-2.89, Synergy_Loewe=-18.6, Synergy_HSA=-4.25.